Dataset: Full USPTO retrosynthesis dataset with 1.9M reactions from patents (1976-2016). Task: Predict the reactants needed to synthesize the given product. Given the product [C:30]([C:29]1[N:19]=[C:17]([CH2:16][C:15]([C:3]2[CH:4]=[CH:5][C:6]([C:8]3[CH:13]=[CH:12][C:11]([F:14])=[CH:10][N:9]=3)=[CH:7][C:2]=2[F:1])([OH:21])[CH3:20])[NH:18][CH:28]=1)([CH3:33])([CH3:32])[CH3:31], predict the reactants needed to synthesize it. The reactants are: [F:1][C:2]1[CH:7]=[C:6]([C:8]2[CH:13]=[CH:12][C:11]([F:14])=[CH:10][N:9]=2)[CH:5]=[CH:4][C:3]=1[C:15]([OH:21])([CH3:20])[CH2:16][C:17](=[NH:19])[NH2:18].C(=O)(O)[O-].[K+].Br[CH2:28][C:29](=O)[C:30]([CH3:33])([CH3:32])[CH3:31].